Predict which catalyst facilitates the given reaction. From a dataset of Catalyst prediction with 721,799 reactions and 888 catalyst types from USPTO. Reactant: Cl.[CH:2]1([NH:7][NH2:8])[CH2:6][CH2:5][CH2:4][CH2:3]1.C(O[CH:12]=[C:13]([C:16]#[N:17])[C:14]#[N:15])C.CCN(CC)CC. Product: [NH2:17][C:16]1[N:7]([CH:2]2[CH2:6][CH2:5][CH2:4][CH2:3]2)[N:8]=[CH:12][C:13]=1[C:14]#[N:15]. The catalyst class is: 14.